The task is: Predict the reactants needed to synthesize the given product.. This data is from Full USPTO retrosynthesis dataset with 1.9M reactions from patents (1976-2016). (1) Given the product [NH2:13][C:10]1[CH:11]=[CH:12][C:2]([CH3:1])=[C:3]([CH:9]=1)[C:4]([O:6][CH2:7][CH3:8])=[O:5], predict the reactants needed to synthesize it. The reactants are: [CH3:1][C:2]1[CH:12]=[CH:11][C:10]([N+:13]([O-])=O)=[CH:9][C:3]=1[C:4]([O:6][CH2:7][CH3:8])=[O:5]. (2) Given the product [CH:32]([NH:31][CH2:30][CH2:29][CH2:28][N:19]1[C:18]([S:17][C:9]2[C:8]([C:5]3[CH:6]=[CH:7][C:2]([O:69][CH3:67])=[CH:3][CH:4]=3)=[CH:16][C:12]3[O:13][CH2:14][O:15][C:11]=3[CH:10]=2)=[N:26][C:25]2[C:20]1=[N:21][CH:22]=[N:23][C:24]=2[NH2:27])([CH3:34])[CH3:33], predict the reactants needed to synthesize it. The reactants are: Br[C:2]1[CH:7]=[CH:6][C:5]([C:8]2[C:9]([S:17][C:18]3[N:19]([CH2:28][CH2:29][CH2:30][NH:31][CH:32]([CH3:34])[CH3:33])[C:20]4[C:25]([N:26]=3)=[C:24]([NH2:27])[N:23]=[CH:22][N:21]=4)=[CH:10][C:11]3[O:15][CH2:14][O:13][C:12]=3[CH:16]=2)=[CH:4][CH:3]=1.BrC1C=CC(B(O)O)=CC=1.CC(NCCCN1C(SC2C=[C:67]3[O:69]COC3=CC=2I)=NC2C(N)=NC=NC1=2)C.C([O-])(O)=O.[Na+].